Dataset: Catalyst prediction with 721,799 reactions and 888 catalyst types from USPTO. Task: Predict which catalyst facilitates the given reaction. Reactant: O=[C:2]([CH3:16])[CH2:3][CH:4]([C:10](=[O:15])[C:11]([F:14])([F:13])[F:12])[C:5]([O:7][CH2:8][CH3:9])=[O:6].C1(C)C=CC(S(O)(=O)=O)=CC=1. Product: [CH3:16][C:2]1[O:15][C:10]([C:11]([F:14])([F:13])[F:12])=[C:4]([C:5]([O:7][CH2:8][CH3:9])=[O:6])[CH:3]=1. The catalyst class is: 11.